Task: Predict which catalyst facilitates the given reaction.. Dataset: Catalyst prediction with 721,799 reactions and 888 catalyst types from USPTO Reactant: [CH2:1]([O:3][C:4]1[N:8]([CH2:9][C:10]2[CH:15]=[CH:14][C:13]([C:16]3[CH:21]=[CH:20][CH:19]=[CH:18][C:17]=3[C:22](=[N:24][O:25][C:26]([O:28]CC)=O)[NH2:23])=[CH:12][CH:11]=2)[C:7]2[C:31]([C:35]([O:37][CH2:38][C:39]3[O:40][C:41](=[O:45])[O:42][C:43]=3[CH3:44])=[O:36])=[CH:32][CH:33]=[CH:34][C:6]=2[N:5]=1)[CH3:2]. Product: [CH2:1]([O:3][C:4]1[N:8]([CH2:9][C:10]2[CH:11]=[CH:12][C:13]([C:16]3[CH:21]=[CH:20][CH:19]=[CH:18][C:17]=3[C:22]3[NH:23][C:26](=[O:28])[O:25][N:24]=3)=[CH:14][CH:15]=2)[C:7]2[C:31]([C:35]([O:37][CH2:38][C:39]3[O:40][C:41](=[O:45])[O:42][C:43]=3[CH3:44])=[O:36])=[CH:32][CH:33]=[CH:34][C:6]=2[N:5]=1)[CH3:2]. The catalyst class is: 824.